Dataset: TCR-epitope binding with 47,182 pairs between 192 epitopes and 23,139 TCRs. Task: Binary Classification. Given a T-cell receptor sequence (or CDR3 region) and an epitope sequence, predict whether binding occurs between them. (1) The epitope is KLPDDFTGCV. The TCR CDR3 sequence is CASSGSDTPLETQYF. Result: 0 (the TCR does not bind to the epitope). (2) The epitope is HSKKKCDEL. The TCR CDR3 sequence is CASSRQGGNYGYTF. Result: 0 (the TCR does not bind to the epitope). (3) The epitope is HTDFSSEIIGY. Result: 0 (the TCR does not bind to the epitope). The TCR CDR3 sequence is CASSLSFGSPYHGYTF. (4) The epitope is MPASWVMRI. Result: 1 (the TCR binds to the epitope). The TCR CDR3 sequence is CASSLEASNTGELFF.